From a dataset of Catalyst prediction with 721,799 reactions and 888 catalyst types from USPTO. Predict which catalyst facilitates the given reaction. (1) The catalyst class is: 66. Product: [C:26]([O:24][CH2:23][C:22]1[C:17]([N:10]2[N:9]=[CH:8][C:7]3[C:12](=[C:13]([F:15])[CH:14]=[C:5]([C:1]([CH3:4])([CH3:2])[CH3:3])[CH:6]=3)[C:11]2=[O:16])=[N:18][CH:19]=[CH:20][C:21]=1[Cl:25])(=[O:28])[CH3:27]. Reactant: [C:1]([C:5]1[CH:6]=[C:7]2[C:12](=[C:13]([F:15])[CH:14]=1)[C:11](=[O:16])[N:10]([C:17]1[C:22]([CH2:23][OH:24])=[C:21]([Cl:25])[CH:20]=[CH:19][N:18]=1)[N:9]=[CH:8]2)([CH3:4])([CH3:3])[CH3:2].[C:26](OC(=O)C)(=[O:28])[CH3:27]. (2) Reactant: Br[C:2]1[C:7](=[O:8])[N:6]([CH2:9][C:10]2[CH:15]=[CH:14][C:13]([C:16]3[C:17]([C:22]#[N:23])=[CH:18][CH:19]=[CH:20][CH:21]=3)=[CH:12][CH:11]=2)[C:5]([CH2:24][CH2:25][CH3:26])=[N:4][C:3]=1[CH2:27][CH3:28].[CH3:29][O:30][C:31]1[CH:36]=[CH:35][C:34](B(O)O)=[CH:33][CH:32]=1.C(=O)([O-])[O-].[Cs+].[Cs+]. Product: [CH2:27]([C:3]1[N:4]=[C:5]([CH2:24][CH2:25][CH3:26])[N:6]([CH2:9][C:10]2[CH:11]=[CH:12][C:13]([C:16]3[C:17]([C:22]#[N:23])=[CH:18][CH:19]=[CH:20][CH:21]=3)=[CH:14][CH:15]=2)[C:7](=[O:8])[C:2]=1[C:34]1[CH:35]=[CH:36][C:31]([O:30][CH3:29])=[CH:32][CH:33]=1)[CH3:28]. The catalyst class is: 439. (3) Reactant: [CH3:1][O:2][CH2:3][CH:4]([OH:8])[CH2:5][O:6][CH3:7].I[CH2:10][C:11]([O-:13])=[O:12].[Na+].[H-].[Na+].O. Product: [CH3:1][O:2][CH2:3][CH:4]([O:8][CH2:10][C:11]([OH:13])=[O:12])[CH2:5][O:6][CH3:7]. The catalyst class is: 7. (4) Reactant: C[O:2][C:3]1[C:12]2[C:7](=[C:8]([CH3:13])[CH:9]=[CH:10][CH:11]=2)[C:6]([C:14]([OH:16])=[O:15])=[CH:5][N:4]=1.O. Product: [OH:2][C:3]1[C:12]2[C:7](=[C:8]([CH3:13])[CH:9]=[CH:10][CH:11]=2)[C:6]([C:14]([OH:16])=[O:15])=[CH:5][N:4]=1. The catalyst class is: 201. (5) Reactant: [C:1]([Si:5]([CH3:22])([CH3:21])[O:6][C@H:7]1[CH2:12][C@H:11]([OH:13])[CH2:10][C@@H:9]([O:14][C:15](=[O:20])[C:16]([CH3:19])([CH3:18])[CH3:17])[CH2:8]1)([CH3:4])([CH3:3])[CH3:2].[K+].[Br-].C([O-])(O)=O.[Na+].[O-]Cl.[Na+]. Product: [C:1]([Si:5]([CH3:22])([CH3:21])[O:6][C@@H:7]1[CH2:12][C:11](=[O:13])[CH2:10][C@@H:9]([O:14][C:15](=[O:20])[C:16]([CH3:19])([CH3:18])[CH3:17])[CH2:8]1)([CH3:4])([CH3:3])[CH3:2]. The catalyst class is: 46.